From a dataset of CYP2C9 inhibition data for predicting drug metabolism from PubChem BioAssay. Regression/Classification. Given a drug SMILES string, predict its absorption, distribution, metabolism, or excretion properties. Task type varies by dataset: regression for continuous measurements (e.g., permeability, clearance, half-life) or binary classification for categorical outcomes (e.g., BBB penetration, CYP inhibition). Dataset: cyp2c9_veith. (1) The compound is CCNc1ncc2nc(CCc3ccccc3)c(=O)n(C[C@H]3CCCO3)c2n1. The result is 0 (non-inhibitor). (2) The molecule is O=C(O)Cc1ccc(-c2ccccc2)cc1. The result is 0 (non-inhibitor). (3) The result is 1 (inhibitor). The drug is Cn1cc(-c2nc3cnc(N4CCNCC4)nc3n(Cc3ccc(F)cc3)c2=O)c2ccccc21. (4) The result is 0 (non-inhibitor). The compound is O=C(Nc1ccccc1)N1CC2(CCN(C(=O)c3ccncc3)CC2)C1. (5) The drug is O=C(Nc1cccc(F)c1)N1CC2(CCN(C(=O)c3ccco3)CC2)C1. The result is 0 (non-inhibitor). (6) The molecule is O=[N+]([O-])c1ccc2nc(-c3ccccc3)n(OCc3ccc(Cl)cc3)c2c1. The result is 1 (inhibitor).